Dataset: Peptide-MHC class II binding affinity with 134,281 pairs from IEDB. Task: Regression. Given a peptide amino acid sequence and an MHC pseudo amino acid sequence, predict their binding affinity value. This is MHC class II binding data. (1) The peptide sequence is EQEILNYMSPHHKKL. The MHC is HLA-DQA10201-DQB10303 with pseudo-sequence HLA-DQA10201-DQB10303. The binding affinity (normalized) is 0.316. (2) The peptide sequence is DLTLPWQSGSGGVWR. The MHC is HLA-DQA10501-DQB10302 with pseudo-sequence HLA-DQA10501-DQB10302. The binding affinity (normalized) is 0. (3) The peptide sequence is YAKMRSAHTNDVKQL. The MHC is HLA-DQA10401-DQB10402 with pseudo-sequence HLA-DQA10401-DQB10402. The binding affinity (normalized) is 0. (4) The peptide sequence is VLAALFAGAWCVPKV. The binding affinity (normalized) is 0.389. The MHC is DRB1_0701 with pseudo-sequence DRB1_0701. (5) The peptide sequence is STGGAYESYKFIPALEAAVK. The MHC is DRB1_0401 with pseudo-sequence DRB1_0401. The binding affinity (normalized) is 0.191. (6) The peptide sequence is KHIVWASRELERFAV. The MHC is DRB4_0101 with pseudo-sequence DRB4_0103. The binding affinity (normalized) is 0.517. (7) The peptide sequence is AQAAVVRFQEAANKQ. The MHC is DRB1_0404 with pseudo-sequence DRB1_0404. The binding affinity (normalized) is 0.145. (8) The peptide sequence is NQEILELAQSETCSPG. The MHC is DRB1_0701 with pseudo-sequence DRB1_0701. The binding affinity (normalized) is 0.233. (9) The peptide sequence is GGVFHTMWHVTRGAF. The MHC is DRB1_0701 with pseudo-sequence DRB1_0701. The binding affinity (normalized) is 0.778.